This data is from Forward reaction prediction with 1.9M reactions from USPTO patents (1976-2016). The task is: Predict the product of the given reaction. (1) Given the reactants [C:1]1([C:7]2[CH:12]=[CH:11][C:10]([OH:13])=[CH:9][CH:8]=2)[CH:6]=[CH:5][CH:4]=[CH:3][CH:2]=1.[I-:14].[Na+].[OH-].[Na+].Cl[O-].[Na+].S([O-])([O-])(=O)=S.[Na+].[Na+].Cl, predict the reaction product. The product is: [I:14][C:11]1[CH:12]=[C:7]([C:1]2[CH:2]=[CH:3][CH:4]=[CH:5][CH:6]=2)[CH:8]=[CH:9][C:10]=1[OH:13]. (2) Given the reactants [C:1]([C:4]1[N:12]=[C:11]([C:13]2[CH:21]=[CH:20][C:16]([C:17]([OH:19])=[O:18])=[CH:15][CH:14]=2)[N:10]=[C:9]2[C:5]=1[NH:6][C:7](=[O:30])[N:8]2[C:22]1[CH:27]=[CH:26][CH:25]=[CH:24][C:23]=1[O:28][CH3:29])(=[O:3])[NH2:2].N/[C:32](/C#N)=C(\NC(NC1C=CC=CC=1OC)=O)/C#N.C(C1C=CC(C(O)=O)=CC=1)=O, predict the reaction product. The product is: [CH3:32][O:18][C:17](=[O:19])[C:16]1[CH:15]=[CH:14][C:13]([C:11]2[N:10]=[C:9]3[C:5]([NH:6][C:7](=[O:30])[N:8]3[C:22]3[CH:27]=[CH:26][CH:25]=[CH:24][C:23]=3[O:28][CH3:29])=[C:4]([C:1](=[O:3])[NH2:2])[N:12]=2)=[CH:21][CH:20]=1. (3) Given the reactants Cl[Si](C)(C)C.BrCCBr.I[CH:11]1[CH2:14][N:13]([C:15]([O:17][C:18]([CH3:21])([CH3:20])[CH3:19])=[O:16])[CH2:12]1.ClCCl.Br[C:26]1[CH:27]=[CH:28][C:29]2[O:38][CH2:37][CH2:36][C:35]3[S:34][C:33]([C:39]4[N:40]([CH:44]([CH3:46])[CH3:45])[N:41]=[CH:42][N:43]=4)=[N:32][C:31]=3[C:30]=2[CH:47]=1, predict the reaction product. The product is: [C:18]([O:17][C:15]([N:13]1[CH2:14][CH:11]([C:26]2[CH:27]=[CH:28][C:29]3[O:38][CH2:37][CH2:36][C:35]4[S:34][C:33]([C:39]5[N:40]([CH:44]([CH3:45])[CH3:46])[N:41]=[CH:42][N:43]=5)=[N:32][C:31]=4[C:30]=3[CH:47]=2)[CH2:12]1)=[O:16])([CH3:21])([CH3:20])[CH3:19]. (4) The product is: [BrH:1].[BrH:1].[C:20]([S:21][CH2:2][C:3]1[C:15]2[C:14](=[O:16])[C:13]3[C:8](=[CH:9][CH:10]=[CH:11][C:12]=3[CH2:17][S:21][C:20](=[NH:19])[NH2:22])[C:7]=2[CH:6]=[CH:5][CH:4]=1)(=[NH:22])[NH2:19]. Given the reactants [Br:1][CH2:2][C:3]1[C:15]2[C:14](=[O:16])[C:13]3[C:8](=[CH:9][CH:10]=[CH:11][C:12]=3[CH2:17]Br)[C:7]=2[CH:6]=[CH:5][CH:4]=1.[NH2:19][C:20]([NH2:22])=[S:21], predict the reaction product. (5) The product is: [CH3:1][O:2][CH2:3][CH2:4][O:5][C:6]1[C:7]([NH2:19])=[N:8][CH:9]=[C:10]([O:12][C:13]2[CH:18]=[CH:17][CH:16]=[CH:15][CH:14]=2)[CH:11]=1. Given the reactants [CH3:1][O:2][CH2:3][CH2:4][O:5][C:6]1[C:7]([N+:19]([O-])=O)=[N:8][CH:9]=[C:10]([O:12][C:13]2[CH:18]=[CH:17][CH:16]=[CH:15][CH:14]=2)[CH:11]=1.O, predict the reaction product. (6) Given the reactants [Na+:1].[OH:2][C:3]1[CH:8]=[CH:7][C:6]([S:9]([O-:12])(=[O:11])=[O:10])=[CH:5][CH:4]=1.[H-].[Na+].Br[CH2:16][CH:17]1[CH2:19][CH2:18]1, predict the reaction product. The product is: [Na+:1].[CH:17]1([CH2:16][O:2][C:3]2[CH:8]=[CH:7][C:6]([S:9]([O-:12])(=[O:10])=[O:11])=[CH:5][CH:4]=2)[CH2:19][CH2:18]1. (7) The product is: [CH:6]([OH:7])=[O:5].[Br:20][C:17]1[N:18]=[CH:19][C:14]([N:11]2[CH2:12][CH2:13][NH:8][CH2:9][CH2:10]2)=[N:15][C:16]=1[O:21][CH2:22][C:23]1[CH:28]=[CH:27][CH:26]=[C:25]([Cl:29])[CH:24]=1. Given the reactants C([O:5][C:6]([N:8]1[CH2:13][CH2:12][N:11]([C:14]2[CH:19]=[N:18][C:17]([Br:20])=[C:16]([O:21][CH2:22][C:23]3[CH:28]=[CH:27][CH:26]=[C:25]([Cl:29])[CH:24]=3)[N:15]=2)[CH2:10][CH2:9]1)=[O:7])(C)(C)C, predict the reaction product. (8) The product is: [K+:31].[CH3:24][N:22]([CH2:21][C:20]1[C:19]2[CH:25]=[CH:26][CH:27]=[CH:28][C:18]=2[O:17][C:16]=1[C:14]([NH:13][CH2:12][CH2:11][O:10][C:7]1[CH:6]=[CH:5][C:4]([C:3]([O-:29])=[O:2])=[CH:9][CH:8]=1)=[O:15])[CH3:23]. Given the reactants C[O:2][C:3](=[O:29])[C:4]1[CH:9]=[CH:8][C:7]([O:10][CH2:11][CH2:12][NH:13][C:14]([C:16]2[O:17][C:18]3[CH:28]=[CH:27][CH:26]=[CH:25][C:19]=3[C:20]=2[CH2:21][N:22]([CH3:24])[CH3:23])=[O:15])=[CH:6][CH:5]=1.[OH-].[K+:31], predict the reaction product. (9) Given the reactants [NH2:1][C:2]1[C:3](=[O:15])[N:4]([C:9]2[CH:14]=[CH:13][CH:12]=[CH:11][CH:10]=2)[N:5]([CH3:8])[C:6]=1[CH3:7].[OH:16][C:17]1[CH:18]=[C:19]([NH:23][C:24](=[O:26])[CH3:25])[CH:20]=[CH:21][CH:22]=1.N, predict the reaction product. The product is: [CH3:8][N:5]1[C:6]([CH3:7])=[C:2](/[N:1]=[C:20]2\[CH:21]=[CH:22][C:17](=[O:16])[CH:18]=[C:19]\2[NH:23][C:24](=[O:26])[CH3:25])[C:3](=[O:15])[N:4]1[C:9]1[CH:10]=[CH:11][CH:12]=[CH:13][CH:14]=1. (10) Given the reactants [Br:1][C:2]1[CH:7]=[CH:6][C:5](I)=[CH:4][CH:3]=1.N#N.[C:11]1([C:17]#[CH:18])[CH:16]=[CH:15][CH:14]=[CH:13][CH:12]=1, predict the reaction product. The product is: [C:11]1([C:17]#[C:18][C:5]2[CH:6]=[CH:7][C:2]([Br:1])=[CH:3][CH:4]=2)[CH:16]=[CH:15][CH:14]=[CH:13][CH:12]=1.